This data is from Catalyst prediction with 721,799 reactions and 888 catalyst types from USPTO. The task is: Predict which catalyst facilitates the given reaction. (1) The catalyst class is: 5. Reactant: [Cl:1][C:2]1[CH:7]=[CH:6][C:5]([C@@H:8]([NH:11][S@:12]([C:14]([CH3:17])([CH3:16])[CH3:15])=[O:13])[CH2:9][CH3:10])=[C:4]([F:18])[C:3]=1[O:19][C:20]1[CH:25]=[CH:24][CH:23]=[C:22]([CH:26]=[O:27])[CH:21]=1.[BH4-].[Na+]. Product: [Cl:1][C:2]1[CH:7]=[CH:6][C:5]([C@@H:8]([NH:11][S@:12]([C:14]([CH3:17])([CH3:15])[CH3:16])=[O:13])[CH2:9][CH3:10])=[C:4]([F:18])[C:3]=1[O:19][C:20]1[CH:25]=[CH:24][CH:23]=[C:22]([CH2:26][OH:27])[CH:21]=1. (2) Reactant: CN(C(ON1N=NC2C=CC=NC1=2)=[N+](C)C)C.F[P-](F)(F)(F)(F)F.[C:25]([N:28]1[C:37]2[C:32](=[CH:33][C:34]([NH2:38])=[CH:35][CH:36]=2)[C:31]([C:40]2[CH:45]=[CH:44][CH:43]=[CH:42][CH:41]=2)([CH3:39])[CH2:30][C:29]1([CH3:47])[CH3:46])(=[O:27])[CH3:26].[C:48]([NH:51][C:52]1[CH:60]=[CH:59][C:58]([Br:61])=[CH:57][C:53]=1[C:54](O)=[O:55])(=[O:50])[CH3:49].C(N(CC)C(C)C)(C)C. Product: [C:25]([N:28]1[C:37]2[C:32](=[CH:33][C:34]([NH:38][C:54](=[O:55])[C:53]3[CH:57]=[C:58]([Br:61])[CH:59]=[CH:60][C:52]=3[NH:51][C:48](=[O:50])[CH3:49])=[CH:35][CH:36]=2)[C:31]([C:40]2[CH:45]=[CH:44][CH:43]=[CH:42][CH:41]=2)([CH3:39])[CH2:30][C:29]1([CH3:47])[CH3:46])(=[O:27])[CH3:26]. The catalyst class is: 7. (3) Reactant: [O:1]1[CH2:6][CH2:5][CH:4]([C:7]([N:9]2[CH2:16][CH2:15][CH2:14][O:13][C:12]3[CH:17]=[C:18]([C:21]([O:23]CC)=O)[CH:19]=[CH:20][C:11]=3[CH2:10]2)=[O:8])[CH2:3][CH2:2]1.[NH2:26][OH:27].[OH-].[Na+]. Product: [OH:27][NH:26][C:21]([C:18]1[CH:19]=[CH:20][C:11]2[CH2:10][N:9]([C:7]([CH:4]3[CH2:5][CH2:6][O:1][CH2:2][CH2:3]3)=[O:8])[CH2:16][CH2:15][CH2:14][O:13][C:12]=2[CH:17]=1)=[O:23]. The catalyst class is: 36. (4) Reactant: [I:1][C:2]1[CH:3]=[C:4]2[C:15]([C:16]([NH:18][CH3:19])=[O:17])=[C:14]([C:20]3[CH:25]=[CH:24][C:23]([CH3:26])=[CH:22][CH:21]=3)[O:13][C:5]2=[N:6][C:7]=1[NH:8][S:9]([CH3:12])(=[O:11])=[O:10].C([O-])([O-])=O.[K+].[K+].Br[CH2:34][CH2:35][CH2:36][CH2:37][C:38]([O:40][CH3:41])=[O:39]. Product: [I:1][C:2]1[CH:3]=[C:4]2[C:15]([C:16](=[O:17])[NH:18][CH3:19])=[C:14]([C:20]3[CH:21]=[CH:22][C:23]([CH3:26])=[CH:24][CH:25]=3)[O:13][C:5]2=[N:6][C:7]=1[N:8]([CH2:34][CH2:35][CH2:36][CH2:37][C:38]([O:40][CH3:41])=[O:39])[S:9]([CH3:12])(=[O:10])=[O:11]. The catalyst class is: 44. (5) Reactant: [OH:1][CH2:2][C:3]([OH:5])=O.C1(N=C=NC2CCCCC2)CCCCC1.ON1C2C=CC=CC=2N=N1.[F:31][C:32]1[CH:37]=[CH:36][C:35]([N:38]2[C:42]3=[C:43]4[C:48](=[C:49]([N:51]5[CH2:56][CH2:55][NH:54][CH2:53][CH2:52]5)[CH:50]=[C:41]3[CH:40]=[N:39]2)[CH:47]=[N:46][CH:45]=[CH:44]4)=[CH:34][CH:33]=1. Product: [F:31][C:32]1[CH:37]=[CH:36][C:35]([N:38]2[C:42]3=[C:43]4[C:48](=[C:49]([N:51]5[CH2:56][CH2:55][N:54]([C:3](=[O:5])[CH2:2][OH:1])[CH2:53][CH2:52]5)[CH:50]=[C:41]3[CH:40]=[N:39]2)[CH:47]=[N:46][CH:45]=[CH:44]4)=[CH:34][CH:33]=1. The catalyst class is: 3. (6) Reactant: [OH:1][CH2:2][CH:3]1[CH2:8][CH2:7][C:6](=[O:9])[CH2:5][CH2:4]1.N1C=CN=C1.[CH3:15][C:16]([Si:19](Cl)([CH3:21])[CH3:20])([CH3:18])[CH3:17].CN(C=O)C. Product: [Si:19]([O:1][CH2:2][CH:3]1[CH2:8][CH2:7][C:6](=[O:9])[CH2:5][CH2:4]1)([C:16]([CH3:18])([CH3:17])[CH3:15])([CH3:21])[CH3:20]. The catalyst class is: 6. (7) Reactant: [CH3:1][C:2]1[C:10]2[C:5](=[N:6][CH:7]=[CH:8][CH:9]=2)[NH:4][N:3]=1.C(N(CC)CC)C.[O:18](C(OC(C)(C)C)=O)[C:19]([O:21][C:22]([CH3:25])([CH3:24])[CH3:23])=O. Product: [C:22]([O:21][C:19]([N:4]1[C:5]2=[N:6][CH:7]=[CH:8][CH:9]=[C:10]2[C:2]([CH3:1])=[N:3]1)=[O:18])([CH3:25])([CH3:24])[CH3:23]. The catalyst class is: 616. (8) The catalyst class is: 6. Reactant: COCC[CH:5]1[CH2:10][NH:9][CH2:8][CH2:7][NH:6]1.Cl[C:12]1[N:17]=[C:16]([C:18]2[CH:23]=[CH:22][CH:21]=[CH:20][CH:19]=2)[N:15]=[C:14]([C:24]([NH:26][C:27]2[CH:32]=[CH:31][CH:30]=[CH:29][C:28]=2[C:33]2[S:34][C:35]3[CH:36]=[N:37][CH:38]=[CH:39][C:40]=3[N:41]=2)=[O:25])[CH:13]=1.C1[CH2:46][O:45][CH2:44][CH2:43]1. Product: [CH3:46][O:45][CH2:44][CH2:43][N:6]1[CH2:5][CH2:10][N:9]([C:12]2[N:17]=[C:16]([C:18]3[CH:23]=[CH:22][CH:21]=[CH:20][CH:19]=3)[N:15]=[C:14]([C:24]([NH:26][C:27]3[CH:32]=[CH:31][CH:30]=[CH:29][C:28]=3[C:33]3[S:34][C:35]4[CH:36]=[N:37][CH:38]=[CH:39][C:40]=4[N:41]=3)=[O:25])[CH:13]=2)[CH2:8][CH2:7]1.